Predict the reactants needed to synthesize the given product. From a dataset of Full USPTO retrosynthesis dataset with 1.9M reactions from patents (1976-2016). (1) The reactants are: [C:1]([N:8]1[CH2:16][CH2:15][CH2:14][C@H:10]([C:11]([OH:13])=O)[CH2:9]1)([O:3][C:4]([CH3:7])([CH3:6])[CH3:5])=[O:2].[Cl:17][C:18]1[CH:19]=[C:20]([C:23]([NH:25]O)=[NH:24])[NH:21][CH:22]=1.C1C=NC2N(O)N=NC=2C=1.CCN=C=NCCCN(C)C.Cl. Given the product [C:4]([O:3][C:1]([N:8]1[CH2:16][CH2:15][CH2:14][C@H:10]([C:11]2[O:13][N:25]=[C:23]([C:20]3[NH:21][CH:22]=[C:18]([Cl:17])[CH:19]=3)[N:24]=2)[CH2:9]1)=[O:2])([CH3:5])([CH3:6])[CH3:7], predict the reactants needed to synthesize it. (2) Given the product [N+:7]([C:10]1[CH:15]=[CH:14][C:13]([CH2:1][C:2]([Cl:4])=[O:3])=[CH:12][CH:11]=1)([O-:9])=[O:8], predict the reactants needed to synthesize it. The reactants are: [C:1](Cl)(=O)[C:2]([Cl:4])=[O:3].[N+:7]([C:10]1[CH:15]=[CH:14][C:13](CC(O)=O)=[CH:12][CH:11]=1)([O-:9])=[O:8].CN(C=O)C. (3) Given the product [C:38]([O:42][C:43]([N:45]1[CH2:50][CH2:49][N:48]([C:13]([C:11]2[C:12]3[C:4]([CH:1]4[CH2:3][CH2:2]4)=[N:5][N:6]([CH:23]4[CH2:28][CH2:27][CH2:26][CH2:25][O:24]4)[C:7]=3[N:8]=[C:9]([C:16]3[CH:17]=[CH:18][C:19]([OH:22])=[CH:20][CH:21]=3)[CH:10]=2)=[O:14])[CH2:47][CH2:46]1)=[O:44])([CH3:41])([CH3:39])[CH3:40], predict the reactants needed to synthesize it. The reactants are: [CH:1]1([C:4]2[C:12]3[C:11]([C:13](O)=[O:14])=[CH:10][C:9]([C:16]4[CH:21]=[CH:20][C:19]([OH:22])=[CH:18][CH:17]=4)=[N:8][C:7]=3[N:6]([CH:23]3[CH2:28][CH2:27][CH2:26][CH2:25][O:24]3)[N:5]=2)[CH2:3][CH2:2]1.CCN(C(C)C)C(C)C.[C:38]([O:42][C:43]([N:45]1[CH2:50][CH2:49][NH:48][CH2:47][CH2:46]1)=[O:44])([CH3:41])([CH3:40])[CH3:39]. (4) Given the product [Cl:17][C:18]1[CH:23]=[CH:22][CH:21]=[CH:20][C:19]=1[C:24]1[CH:29]=[CH:28][CH:27]=[C:26]([NH:30][C:31]([C@@H:33]2[CH2:37][C@@H:36]([F:38])[CH2:35][N:34]2[C:10](=[O:12])[CH2:9][N:7]2[C:6]3[CH:13]=[CH:14][S:15][C:5]=3[C:4]([C:1]([NH2:2])=[O:3])=[N:8]2)=[O:32])[C:25]=1[F:39], predict the reactants needed to synthesize it. The reactants are: [C:1]([C:4]1[C:5]2[S:15][CH:14]=[CH:13][C:6]=2[N:7]([CH2:9][C:10]([OH:12])=O)[N:8]=1)(=[O:3])[NH2:2].Cl.[Cl:17][C:18]1[CH:23]=[CH:22][CH:21]=[CH:20][C:19]=1[C:24]1[CH:29]=[CH:28][CH:27]=[C:26]([NH:30][C:31]([C@@H:33]2[CH2:37][C@@H:36]([F:38])[CH2:35][NH:34]2)=[O:32])[C:25]=1[F:39].CN(C(ON1N=NC2C=CC=NC1=2)=[N+](C)C)C.F[P-](F)(F)(F)(F)F.CCN(C(C)C)C(C)C. (5) Given the product [F:1][C:2]1[C:3]([CH3:12])=[C:4]([CH:8]=[CH:9][C:10]=1[F:11])[C:5]([Cl:15])=[O:6], predict the reactants needed to synthesize it. The reactants are: [F:1][C:2]1[C:3]([CH3:12])=[C:4]([CH:8]=[CH:9][C:10]=1[F:11])[C:5](O)=[O:6].S(Cl)([Cl:15])=O. (6) The reactants are: [CH3:1][N:2]([CH2:13][C:14]1[N:18]([CH2:19][CH2:20][CH2:21][NH:22][CH2:23][CH2:24]C(C)C)[C:17]2[CH:28]=[CH:29][CH:30]=[CH:31][C:16]=2[N:15]=1)[CH:3]1[C:12]2[N:11]=[CH:10][CH:9]=[CH:8][C:7]=2[CH2:6][CH2:5][CH2:4]1.N[CH2:33]CCN1C2C=CC=CC=2N=C1CN(C)[C@@H]1C2N=CC=CC=2CCC1. Given the product [CH3:1][N:2]([CH2:13][C:14]1[N:18]([CH2:19][CH2:20][CH2:21][NH:22][CH:23]([CH3:33])[CH3:24])[C:17]2[CH:28]=[CH:29][CH:30]=[CH:31][C:16]=2[N:15]=1)[C@@H:3]1[C:12]2[N:11]=[CH:10][CH:9]=[CH:8][C:7]=2[CH2:6][CH2:5][CH2:4]1, predict the reactants needed to synthesize it.